This data is from Forward reaction prediction with 1.9M reactions from USPTO patents (1976-2016). The task is: Predict the product of the given reaction. (1) Given the reactants CN(C)C(N1C(C2C=CC=C(O)C=2)C2COC3C=CC(F)=CC=3C2=N1)=O.[CH:27]1([N:30]([CH:61]2[CH2:66][CH2:65][N:64]([CH3:67])[CH2:63][CH2:62]2)[C:31]([N:33]2[CH:37]([C:38]3[CH:43]=[CH:42][CH:41]=[C:40]([O:44]CC4C=CC=CC=4)[CH:39]=3)[CH:36]3[CH2:52][O:53][C:54]4[CH:55]=[CH:56][C:57]([F:60])=[CH:58][C:59]=4[C:35]3=[N:34]2)=[O:32])[CH2:29][CH2:28]1, predict the reaction product. The product is: [CH:27]1([N:30]([CH:61]2[CH2:66][CH2:65][N:64]([CH3:67])[CH2:63][CH2:62]2)[C:31]([N:33]2[CH:37]([C:38]3[CH:43]=[CH:42][CH:41]=[C:40]([OH:44])[CH:39]=3)[CH:36]3[CH2:52][O:53][C:54]4[CH:55]=[CH:56][C:57]([F:60])=[CH:58][C:59]=4[C:35]3=[N:34]2)=[O:32])[CH2:28][CH2:29]1. (2) Given the reactants [Cl:1][C:2]1[C:3]([F:20])=[C:4]([CH:17]=[CH:18][CH:19]=1)[CH2:5][C:6]1[C:7]([F:16])=[N:8][C:9]([F:15])=[C:10]([CH:14]=1)[C:11]([OH:13])=O.S(Cl)(Cl)=O.CN(C)[CH:27]=[CH:28][C:29]([O:31][CH2:32][CH3:33])=[O:30].C(N(CC)CC)C.[NH2:42][C@H:43]([CH:48]=[O:49])[C:44]([CH3:47])([CH3:46])[CH3:45].N[C@H](CO)C(C)C, predict the reaction product. The product is: [Cl:1][C:2]1[C:3]([F:20])=[C:4]([CH:17]=[CH:18][CH:19]=1)[CH2:5][C:6]1[C:7]([F:16])=[N:8][C:9]([F:15])=[C:10]([CH:14]=1)[C:11]([C:28](=[CH:27][NH:42][C@@H:43]([C:44]([CH3:47])([CH3:46])[CH3:45])[CH2:48][OH:49])[C:29]([O:31][CH2:32][CH3:33])=[O:30])=[O:13]. (3) Given the reactants [CH3:1][O:2][C:3]1[CH:8]=[CH:7][C:6]([CH2:9][C:10](OCC)=[O:11])=[C:5]([N+:15]([O-])=O)[CH:4]=1, predict the reaction product. The product is: [CH3:1][O:2][C:3]1[CH:4]=[C:5]2[C:6]([CH2:9][C:10](=[O:11])[NH:15]2)=[CH:7][CH:8]=1. (4) Given the reactants [Cl:1][C:2]1[CH:7]=[C:6]([C:8]2[CH:13]=[CH:12][C:11]([Cl:14])=[CH:10][CH:9]=2)[CH:5]=[C:4]([F:15])[C:3]=1[C:16]1[C:17](=[O:23])[CH2:18][CH2:19][C:20]=1[O:21][CH3:22].C[Si]([N-][Si](C)(C)C)(C)C.[K+].Br[CH2:35][C:36]#[CH:37], predict the reaction product. The product is: [Cl:1][C:2]1[CH:7]=[C:6]([C:8]2[CH:13]=[CH:12][C:11]([Cl:14])=[CH:10][CH:9]=2)[CH:5]=[C:4]([F:15])[C:3]=1[C:16]1[C:17](=[O:23])[CH:18]([CH2:37][C:36]#[CH:35])[CH2:19][C:20]=1[O:21][CH3:22]. (5) Given the reactants [Cl:1][C:2]1[CH:36]=[CH:35][CH:34]=[CH:33][C:3]=1[O:4][C:5]1[CH2:9][N:8]([CH:10]([CH2:27][C:28]([F:31])([F:30])[F:29])[C:11]([NH:13][C:14]2[CH:18]=[CH:17][N:16]([CH2:19][C@@H:20]3[CH2:24][O:23]C(C)(C)[O:21]3)[N:15]=2)=[O:12])[C:7](=[O:32])[CH:6]=1.O.C1(C)C=CC(S(O)(=O)=O)=CC=1, predict the reaction product. The product is: [Cl:1][C:2]1[CH:36]=[CH:35][CH:34]=[CH:33][C:3]=1[O:4][C:5]1[CH2:9][N:8]([CH:10]([CH2:27][C:28]([F:31])([F:29])[F:30])[C:11]([NH:13][C:14]2[CH:18]=[CH:17][N:16]([CH2:19][C@@H:20]([OH:21])[CH2:24][OH:23])[N:15]=2)=[O:12])[C:7](=[O:32])[CH:6]=1. (6) Given the reactants Cl[C:2]1[C:11]2[C:6](=[CH:7][CH:8]=[CH:9][CH:10]=2)[N:5]=[C:4]([C:12]2[CH:17]=[CH:16][CH:15]=[CH:14][C:13]=2[F:18])[C:3]=1[F:19].C([Li])CCC.[I:25]I, predict the reaction product. The product is: [F:19][C:3]1[C:4]([C:12]2[CH:17]=[CH:16][CH:15]=[CH:14][C:13]=2[F:18])=[N:5][C:6]2[C:11]([C:2]=1[I:25])=[CH:10][CH:9]=[CH:8][CH:7]=2. (7) Given the reactants [F:1][CH:2]([F:18])[O:3][C:4]1[C:9]2[O:10][CH:11]([CH3:15])[C:12](=[O:14])[NH:13][C:8]=2[CH:7]=[C:6]([CH:16]=O)[CH:5]=1.[Cl:19][C:20]1[CH:21]=[C:22]([CH:28]=[CH:29][C:30]=1[N:31]1[CH2:36][CH2:35][NH:34][CH2:33][CH2:32]1)[C:23]([NH:25][CH2:26][CH3:27])=[O:24], predict the reaction product. The product is: [Cl:19][C:20]1[CH:21]=[C:22]([CH:28]=[CH:29][C:30]=1[N:31]1[CH2:32][CH2:33][N:34]([CH2:16][C:6]2[CH:5]=[C:4]([O:3][CH:2]([F:18])[F:1])[C:9]3[O:10][CH:11]([CH3:15])[C:12](=[O:14])[NH:13][C:8]=3[CH:7]=2)[CH2:35][CH2:36]1)[C:23]([NH:25][CH2:26][CH3:27])=[O:24]. (8) The product is: [C:35]([Si:38]([CH3:40])([CH3:39])[O:31][CH2:30][C@H:23]1[O:22][C@:21]([C:16]2[CH:17]=[CH:18][C:19]([CH3:20])=[C:14]([CH2:13][C:11]3[S:12][C:8]([C:5]4[CH:6]=[CH:7][C:2]([F:1])=[CH:3][CH:4]=4)=[CH:9][CH:10]=3)[CH:15]=2)([O:32][CH3:33])[C@H:26]([OH:27])[C@@H:25]([OH:28])[C@@H:24]1[OH:29])([CH3:37])([CH3:36])[CH3:34]. Given the reactants [F:1][C:2]1[CH:7]=[CH:6][C:5]([C:8]2[S:12][C:11]([CH2:13][C:14]3[CH:15]=[C:16]([C@@:21]4([O:32][CH3:33])[C@H:26]([OH:27])[C@@H:25]([OH:28])[C@H:24]([OH:29])[C@@H:23]([CH2:30][OH:31])[O:22]4)[CH:17]=[CH:18][C:19]=3[CH3:20])=[CH:10][CH:9]=2)=[CH:4][CH:3]=1.[CH3:34][C:35]([Si:38](Cl)([CH3:40])[CH3:39])([CH3:37])[CH3:36], predict the reaction product. (9) The product is: [C:10]([O:14][C:15]([NH:16][CH2:17][CH2:18][NH:19][C:2]([CH3:9])([CH3:8])[C:3]([O:5][CH2:6][CH3:7])=[O:4])=[O:20])([CH3:13])([CH3:12])[CH3:11]. Given the reactants Br[C:2]([CH3:9])([CH3:8])[C:3]([O:5][CH2:6][CH3:7])=[O:4].[C:10]([O:14][C:15](=[O:20])[NH:16][CH2:17][CH2:18][NH2:19])([CH3:13])([CH3:12])[CH3:11].C([O-])([O-])=O.[K+].[K+], predict the reaction product.